Dataset: Forward reaction prediction with 1.9M reactions from USPTO patents (1976-2016). Task: Predict the product of the given reaction. Given the reactants [NH2:1][C:2]1[CH:12]=[CH:11][CH:10]=[CH:9][C:3]=1[C:4]([O:6]CC)=O.[CH3:13][C:14]1([CH3:23])[CH2:19][C:18]([CH3:21])([CH3:20])[CH2:17][C:16](=O)[CH2:15]1.C1(C)C=CC=CC=1.C1(C)C=CC(S(O)(=O)=O)=CC=1, predict the reaction product. The product is: [CH3:13][C:14]1([CH3:23])[C:15]2[C:4](=[O:6])[C:3]3[C:2](=[CH:12][CH:11]=[CH:10][CH:9]=3)[NH:1][C:16]=2[CH2:17][C:18]([CH3:21])([CH3:20])[CH2:19]1.